This data is from Reaction yield outcomes from USPTO patents with 853,638 reactions. The task is: Predict the reaction yield, written as a fraction of the theoretical maximum amount of product (1.0 means a 100% yield; for example, 0.34 means a 34% yield). (1) The product is [F:12][C:4]1[CH:5]=[C:6]([S:8]([CH3:11])(=[O:9])=[O:10])[CH:7]=[C:2]([F:1])[C:3]=1[NH:13][C@H:14]1[CH2:19][CH2:18][CH2:17][N:16]([CH:20]2[CH2:25][CH2:24][N:23]([C:26](=[NH:27])[NH:29][OH:30])[CH2:22][CH2:21]2)[C:15]1=[O:28]. The catalyst is CCO. The reactants are [F:1][C:2]1[CH:7]=[C:6]([S:8]([CH3:11])(=[O:10])=[O:9])[CH:5]=[C:4]([F:12])[C:3]=1[NH:13][C@H:14]1[CH2:19][CH2:18][CH2:17][N:16]([CH:20]2[CH2:25][CH2:24][N:23]([C:26]#[N:27])[CH2:22][CH2:21]2)[C:15]1=[O:28].[NH2:29][OH:30]. The yield is 1.00. (2) The reactants are [CH2:1]([O:8][C:9]1[CH:14]=[CH:13][CH:12]=[C:11]([O:15][CH3:16])[C:10]=1Br)[C:2]1[CH:7]=[CH:6][CH:5]=[CH:4][CH:3]=1.C([Li])CCC.C[O:24][B:25](OC)[O:26]C. The catalyst is C1COCC1. The product is [CH2:1]([O:8][C:9]1[CH:14]=[CH:13][CH:12]=[C:11]([O:15][CH3:16])[C:10]=1[B:25]([OH:26])[OH:24])[C:2]1[CH:7]=[CH:6][CH:5]=[CH:4][CH:3]=1. The yield is 0.460. (3) The reactants are [NH2:1][C:2]1[C:7]2=[C:8]([C:14]3[CH:19]=[CH:18][C:17]([NH2:20])=[C:16]([F:21])[CH:15]=3)[C:9]([C:11]([OH:13])=O)=[CH:10][N:6]2[N:5]=[CH:4][N:3]=1.[F:22][C:23]([F:27])([F:26])[CH2:24][NH2:25].N1C2C=CC=C(O[P+](N(C)C)(N(C)C)N(C)C)C=2N=N1.F[P-](F)(F)(F)(F)F.CN1CCOCC1. The catalyst is CN(C=O)C. The product is [NH2:1][C:2]1[C:7]2=[C:8]([C:14]3[CH:19]=[CH:18][C:17]([NH2:20])=[C:16]([F:21])[CH:15]=3)[C:9]([C:11]([NH:25][CH2:24][C:23]([F:27])([F:26])[F:22])=[O:13])=[CH:10][N:6]2[N:5]=[CH:4][N:3]=1. The yield is 0.700. (4) The reactants are C(N(C(C)C)CC)(C)C.CS([C:14]1[N:19]=[C:18]([C:20]2[C:28]3[C:23](=[N:24][CH:25]=[C:26]([C:29]([F:32])([F:31])[F:30])[CH:27]=3)[N:22]([S:33]([C:36]3[CH:42]=[CH:41][C:39]([CH3:40])=[CH:38][CH:37]=3)(=[O:35])=[O:34])[CH:21]=2)[C:17]([C:43]#[N:44])=[CH:16][N:15]=1)(=O)=O.[Cl:45][C:46]1[N:51]=[CH:50][C:49]([CH:52]([NH2:54])[CH3:53])=[CH:48][CH:47]=1. The catalyst is O1CCCC1. The product is [Cl:45][C:46]1[N:51]=[CH:50][C:49]([C@H:52]([NH:54][C:14]2[N:19]=[C:18]([C:20]3[C:28]4[C:23](=[N:24][CH:25]=[C:26]([C:29]([F:30])([F:32])[F:31])[CH:27]=4)[N:22]([S:33]([C:36]4[CH:37]=[CH:38][C:39]([CH3:40])=[CH:41][CH:42]=4)(=[O:35])=[O:34])[CH:21]=3)[C:17]([C:43]#[N:44])=[CH:16][N:15]=2)[CH3:53])=[CH:48][CH:47]=1. The yield is 0.580. (5) The reactants are [Cl:1][C:2]1[CH:3]=[C:4]2[C:8](=[CH:9][CH:10]=1)[NH:7][C:6]([C:11]1[CH:16]=[CH:15][C:14]([Cl:17])=[CH:13][CH:12]=1)=[CH:5]2.[OH-].[Na+].CN(C)[CH:22]=[O:23]. No catalyst specified. The product is [Cl:1][C:2]1[CH:3]=[C:4]2[C:8](=[CH:9][CH:10]=1)[NH:7][C:6]([C:11]1[CH:16]=[CH:15][C:14]([Cl:17])=[CH:13][CH:12]=1)=[C:5]2[CH:22]=[O:23]. The yield is 0.880. (6) The reactants are [C:1]([CH:3]1[CH2:7][CH2:6][N:5]([C:8]([O:10][C:11]([CH3:14])([CH3:13])[CH3:12])=[O:9])[CH2:4]1)#[N:2].C[Si]([N-][Si](C)(C)C)(C)C.[Li+].N#N.Br[CH2:28][CH:29]=[CH2:30]. The catalyst is C1COCC1. The product is [CH2:30]([C:3]1([C:1]#[N:2])[CH2:7][CH2:6][N:5]([C:8]([O:10][C:11]([CH3:14])([CH3:13])[CH3:12])=[O:9])[CH2:4]1)[CH:29]=[CH2:28]. The yield is 0.831. (7) The reactants are [N:1]([C:4]1[CH:9]=[CH:8][C:7]([B:10]2[O:14][C:13]([CH3:16])([CH3:15])[C:12]([CH3:18])([CH3:17])[O:11]2)=[CH:6][CH:5]=1)=[C:2]=[O:3].[CH3:19][NH2:20].C1COCC1. The catalyst is C1COCC1. The product is [CH3:19][NH:20][C:2]([NH:1][C:4]1[CH:9]=[CH:8][C:7]([B:10]2[O:14][C:13]([CH3:16])([CH3:15])[C:12]([CH3:18])([CH3:17])[O:11]2)=[CH:6][CH:5]=1)=[O:3]. The yield is 0.900. (8) The reactants are [F:1][C:2]1[C:3]([C:28]2[N:33]=[CH:32][CH:31]=[CH:30][N:29]=2)=[C:4]([C:8]([N:10]2[C@@H:14]3[CH2:15][CH2:16][C@H:11]2[C@H:12]([NH:17][C:18]2[CH:23]=[N:22][C:21]([C:24]([F:27])([F:26])[F:25])=[CH:20][N:19]=2)[CH2:13]3)=[O:9])[CH:5]=[CH:6][CH:7]=1.[CH3:34]C(C)([O-])C.[Na+]. The catalyst is CN(C=O)C.CCOC(C)=O.O.IC. The product is [F:1][C:2]1[C:3]([C:28]2[N:29]=[CH:30][CH:31]=[CH:32][N:33]=2)=[C:4]([C:8]([N:10]2[C@@H:14]3[CH2:15][CH2:16][C@H:11]2[C@H:12]([N:17]([CH3:34])[C:18]2[CH:23]=[N:22][C:21]([C:24]([F:25])([F:27])[F:26])=[CH:20][N:19]=2)[CH2:13]3)=[O:9])[CH:5]=[CH:6][CH:7]=1. The yield is 0.620. (9) The reactants are [N+:1]([C:4]1[C:9]([N+:10]([O-:12])=[O:11])=[CH:8][CH:7]=[CH:6][C:5]=1[CH3:13])([O-:3])=[O:2].[CH3:14][O:15][CH:16]([O:20][CH3:21])N(C)C.Cl[Si](C)(C)C. The catalyst is CN(C=O)C.CO. The product is [CH3:14][O:15][CH:16]([O:20][CH3:21])[CH2:13][C:5]1[CH:6]=[CH:7][CH:8]=[C:9]([N+:10]([O-:12])=[O:11])[C:4]=1[N+:1]([O-:3])=[O:2]. The yield is 0.440. (10) The reactants are [F:1][C:2]1[CH:7]=[CH:6][C:5]([C:8]2([C:25]3[CH:30]=[CH:29][C:28]([F:31])=[CH:27][CH:26]=3)[O:12][C:11](=[O:13])[N:10]([CH2:14][C:15](O)=[O:16])[CH:9]2[C:18]2[CH:23]=[CH:22][CH:21]=[CH:20][C:19]=2[F:24])=[CH:4][CH:3]=1.F[B-](F)(F)F.[CH:37]([N:40](C(C)C)CC)(C)C.Cl.CN.Cl. The catalyst is CN(C)C=O. The product is [F:24][C:19]1[CH:20]=[CH:21][CH:22]=[CH:23][C:18]=1[C@H:9]1[C:8]([C:25]2[CH:30]=[CH:29][C:28]([F:31])=[CH:27][CH:26]=2)([C:5]2[CH:4]=[CH:3][C:2]([F:1])=[CH:7][CH:6]=2)[O:12][C:11](=[O:13])[N:10]1[CH2:14][C:15]([NH:40][CH3:37])=[O:16]. The yield is 0.450.